Task: Predict the reaction yield, written as a fraction of the theoretical maximum amount of product (1.0 means a 100% yield; for example, 0.34 means a 34% yield).. Dataset: Reaction yield outcomes from USPTO patents with 853,638 reactions (1) The reactants are [Cl:1][C:2]1[CH:7]=[CH:6][C:5]([OH:8])=[C:4]([F:9])[CH:3]=1.Cl.[CH2:11]([O:18][C:19]1[CH:28]=[C:27]2[C:22]([C:23](Cl)=[N:24][CH:25]=[N:26]2)=[CH:21][C:20]=1[O:30][CH3:31])[C:12]1[CH:17]=[CH:16][CH:15]=[CH:14][CH:13]=1. The catalyst is N1C=CC=CC=1. The product is [CH2:11]([O:18][C:19]1[CH:28]=[C:27]2[C:22]([C:23]([O:8][C:5]3[CH:6]=[CH:7][C:2]([Cl:1])=[CH:3][C:4]=3[F:9])=[N:24][CH:25]=[N:26]2)=[CH:21][C:20]=1[O:30][CH3:31])[C:12]1[CH:13]=[CH:14][CH:15]=[CH:16][CH:17]=1. The yield is 0.770. (2) The reactants are C(OC([N:6]1[CH:10]=[C:9]([C:11]2[CH:32]=[CH:31][C:14]3[O:15][CH2:16][CH2:17][N:18]([C:19]4[S:20][C:21]5[C:22](=[O:30])[NH:23][C:24]([CH3:29])([CH3:28])[CH2:25][C:26]=5[N:27]=4)[C:13]=3[CH:12]=2)[CH:8]=[N:7]1)C)C.Cl.O1CCOCC1. The catalyst is C(Cl)Cl. The product is [NH:6]1[CH:10]=[C:9]([C:11]2[CH:32]=[CH:31][C:14]3[O:15][CH2:16][CH2:17][N:18]([C:19]4[S:20][C:21]5[C:22](=[O:30])[NH:23][C:24]([CH3:29])([CH3:28])[CH2:25][C:26]=5[N:27]=4)[C:13]=3[CH:12]=2)[CH:8]=[N:7]1. The yield is 0.840. (3) The catalyst is C(O)C. The yield is 1.00. The reactants are OC1CCN(CC2C=CC=CC=2)CC1.C([N:22]1[CH2:27][CH2:26][CH:25]([O:28][C:29](=[O:43])[NH:30][C:31]2[CH:36]=[CH:35][CH:34]=[CH:33][C:32]=2[C:37]2[CH:42]=[CH:41][CH:40]=[CH:39][CH:38]=2)[CH2:24][CH2:23]1)C1C=CC=CC=1.Cl.C([O-])=O.[NH4+]. The product is [NH:22]1[CH2:23][CH2:24][CH:25]([O:28][C:29](=[O:43])[NH:30][C:31]2[CH:36]=[CH:35][CH:34]=[CH:33][C:32]=2[C:37]2[CH:42]=[CH:41][CH:40]=[CH:39][CH:38]=2)[CH2:26][CH2:27]1. (4) The reactants are C[O:2][C:3]1[CH:10]=[CH:9][CH:8]=[C:7]([N+:11]([O-:13])=[O:12])[C:4]=1[C:5]#[N:6].Cl.N1C=CC=CC=1.O. The catalyst is C(Cl)Cl. The product is [OH:2][C:3]1[CH:10]=[CH:9][CH:8]=[C:7]([N+:11]([O-:13])=[O:12])[C:4]=1[C:5]#[N:6]. The yield is 0.830. (5) The reactants are [C:1]([O:5][CH:6]([C:11]1[CH:16]=[CH:15][CH:14]=[C:13]([C:17]([F:20])([F:19])[F:18])[C:12]=1[C:21]1[CH:22]=[CH:23][C:24]2[O:29][CH2:28][CH2:27][CH2:26][C:25]=2[CH:30]=1)[C:7]([O:9]C)=[O:8])([CH3:4])([CH3:3])[CH3:2].[OH-].[Na+].OP([O-])(O)=O.[Na+]. The catalyst is O1CCCC1.O. The product is [C:1]([O:5][CH:6]([C:11]1[CH:16]=[CH:15][CH:14]=[C:13]([C:17]([F:20])([F:19])[F:18])[C:12]=1[C:21]1[CH:22]=[CH:23][C:24]2[O:29][CH2:28][CH2:27][CH2:26][C:25]=2[CH:30]=1)[C:7]([OH:9])=[O:8])([CH3:4])([CH3:2])[CH3:3]. The yield is 0.520. (6) The reactants are [Cl:1][C:2]1[CH:7]=[CH:6][C:5]([OH:8])=[CH:4][C:3]=1[C:9]([F:12])([F:11])[F:10].F[C:14]1[CH:19]=[CH:18][C:17]([C:20](=[O:22])[CH3:21])=[CH:16][CH:15]=1.C([O-])([O-])=O.[K+].[K+]. The catalyst is CN(C=O)C.CC(=O)OCC. The product is [Cl:1][C:2]1[CH:7]=[CH:6][C:5]([O:8][C:14]2[CH:19]=[CH:18][C:17]([C:20](=[O:22])[CH3:21])=[CH:16][CH:15]=2)=[CH:4][C:3]=1[C:9]([F:10])([F:11])[F:12]. The yield is 0.970. (7) The reactants are N1C=CC=CC=1.Cl.[CH3:8][NH:9][O:10][CH3:11].[C:12](Cl)(=[O:16])[CH2:13][CH2:14][CH3:15]. The catalyst is C(Cl)Cl.O. The product is [CH3:11][O:10][N:9]([CH3:8])[C:12](=[O:16])[CH2:13][CH2:14][CH3:15]. The yield is 0.890. (8) The yield is 0.808. The catalyst is C(O)C. The reactants are [CH2:1]([N:3]([CH2:20][CH3:21])[CH2:4][CH2:5][N:6]1[CH2:12][CH2:11][CH2:10][C:9]2[NH:13][C:14]([CH:17]=O)=[C:15]([CH3:16])[C:8]=2[C:7]1=[O:19])[CH3:2].[F:22][C:23]1[CH:24]=[C:25]2[C:29](=[CH:30][CH:31]=1)[NH:28][C:27](=[O:32])[CH2:26]2.N1CCCCC1. The product is [CH2:1]([N:3]([CH2:20][CH3:21])[CH2:4][CH2:5][N:6]1[CH2:12][CH2:11][CH2:10][CH:9]2[NH:13][C:14]([CH:17]=[C:26]3[C:25]4[C:29](=[CH:30][CH:31]=[C:23]([F:22])[CH:24]=4)[NH:28][C:27]3=[O:32])=[C:15]([CH3:16])[CH:8]2[C:7]1=[O:19])[CH3:2].